Dataset: Forward reaction prediction with 1.9M reactions from USPTO patents (1976-2016). Task: Predict the product of the given reaction. (1) Given the reactants [Cl:1][C:2]1[CH:7]=[C:6]([O:8][C:9]2[C:18]3[C:13](=[CH:14][C:15]([OH:21])=[C:16]([C:19]#[N:20])[CH:17]=3)[N:12]=[CH:11][CH:10]=2)[CH:5]=[CH:4][C:3]=1[NH:22][C:23]([NH:25][CH3:26])=[O:24].CN(C)C=O.CC1C=CC(S(O[CH2:43][C@@H:44]2[O:46][CH2:45]2)(=O)=O)=CC=1.C(=O)([O-])[O-].[K+].[K+], predict the reaction product. The product is: [C:19]([C:16]1[CH:17]=[C:18]2[C:13](=[CH:14][C:15]=1[O:21][CH2:43][C@H:44]1[CH2:45][O:46]1)[N:12]=[CH:11][CH:10]=[C:9]2[O:8][C:6]1[CH:5]=[CH:4][C:3]([NH:22][C:23]([NH:25][CH3:26])=[O:24])=[C:2]([Cl:1])[CH:7]=1)#[N:20]. (2) Given the reactants Cl[CH2:2][C:3]1[CH:12]=[CH:11][C:10]2[C:5](=[CH:6][CH:7]=[CH:8][CH:9]=2)[N:4]=1.C([O-])(O)=O.[Na+].[C-:18]#[N:19].[Na+], predict the reaction product. The product is: [N:4]1[C:5]2[C:10](=[CH:9][CH:8]=[CH:7][CH:6]=2)[CH:11]=[CH:12][C:3]=1[CH2:2][C:18]#[N:19].